The task is: Predict which catalyst facilitates the given reaction.. This data is from Catalyst prediction with 721,799 reactions and 888 catalyst types from USPTO. (1) Reactant: N1C(=O)NC(=O)NC1=O.[CH3:10][C:11]1[N:19]=[CH:18][CH:17]=[CH:16][C:12]=1[C:13]([NH2:15])=O. Product: [CH3:10][C:11]1[N:19]=[CH:18][CH:17]=[CH:16][C:12]=1[C:13]#[N:15]. The catalyst class is: 3. (2) Reactant: [CH3:1][C:2]1([CH3:18])[S:6][C:5](=[O:7])[N:4]([CH2:8][C:9]2[CH:14]=[CH:13][CH:12]=[CH:11][C:10]=2[N+:15]([O-])=O)[CH2:3]1.[Cl-].[NH4+]. Product: [NH2:15][C:10]1[CH:11]=[CH:12][CH:13]=[CH:14][C:9]=1[CH2:8][N:4]1[CH2:3][C:2]([CH3:18])([CH3:1])[S:6][C:5]1=[O:7]. The catalyst class is: 190. (3) Reactant: [C:1]([O:5][C:6]([C:8]1([S:14]([N:17]2[CH2:22][CH2:21][C:20](=[O:23])[CH2:19][CH2:18]2)(=[O:16])=[O:15])[CH2:13][CH2:12][O:11][CH2:10][CH2:9]1)=[O:7])([CH3:4])([CH3:3])[CH3:2].[BH4-].[Na+]. Product: [C:1]([O:5][C:6]([C:8]1([S:14]([N:17]2[CH2:22][CH2:21][CH:20]([OH:23])[CH2:19][CH2:18]2)(=[O:16])=[O:15])[CH2:13][CH2:12][O:11][CH2:10][CH2:9]1)=[O:7])([CH3:4])([CH3:2])[CH3:3]. The catalyst class is: 5.